Task: Predict which catalyst facilitates the given reaction.. Dataset: Catalyst prediction with 721,799 reactions and 888 catalyst types from USPTO (1) Reactant: Br[CH2:2][C:3]([O:5][CH3:6])=[O:4].[C:7]1([CH2:13][CH2:14][NH2:15])[CH2:12][CH2:11][CH2:10][CH2:9][CH:8]=1. Product: [CH:8]1[CH2:9][CH2:10][CH2:11][CH2:12][C:7]=1[CH2:13][CH2:14][NH:15][CH2:2][C:3]([O:5][CH3:6])=[O:4]. The catalyst class is: 2. (2) Reactant: [CH2:1]([O:17][C:18]([NH:20][C:21]1[CH:29]=[CH:28][C:27]([CH3:30])=[CH:26][C:22]=1[C:23]([OH:25])=[O:24])=O)[CH2:2][CH2:3][CH2:4][CH2:5][CH2:6][CH2:7][CH2:8][CH2:9][CH2:10][CH2:11][CH2:12][CH2:13][CH2:14][CH2:15][CH3:16].ClC(OCC)=O. Product: [CH2:1]([O:17][C:18]1[O:24][C:23](=[O:25])[C:22]2[CH:26]=[C:27]([CH3:30])[CH:28]=[CH:29][C:21]=2[N:20]=1)[CH2:2][CH2:3][CH2:4][CH2:5][CH2:6][CH2:7][CH2:8][CH2:9][CH2:10][CH2:11][CH2:12][CH2:13][CH2:14][CH2:15][CH3:16]. The catalyst class is: 17.